From a dataset of Reaction yield outcomes from USPTO patents with 853,638 reactions. Predict the reaction yield, written as a fraction of the theoretical maximum amount of product (1.0 means a 100% yield; for example, 0.34 means a 34% yield). (1) The reactants are C[Sn](C)(C)C.[C@@H:6]1([N:14]2[CH:18]=[C:17](I)[CH:16]=[C:15]2[N+:20]([O-:22])=[O:21])[O:11][C@H:10]([CH2:12][OH:13])[C@@H:8]([OH:9])[CH2:7]1.[C:23]1([As](C2C=CC=CC=2)C2C=CC=CC=2)C=CC=CC=1. The catalyst is Cl[Pd](Cl)([P](C1C=CC=CC=1)(C1C=CC=CC=1)C1C=CC=CC=1)[P](C1C=CC=CC=1)(C1C=CC=CC=1)C1C=CC=CC=1.CN(C=O)C. The product is [C@@H:6]1([N:14]2[CH:18]=[C:17]([CH3:23])[CH:16]=[C:15]2[N+:20]([O-:22])=[O:21])[O:11][C@H:10]([CH2:12][OH:13])[C@@H:8]([OH:9])[CH2:7]1. The yield is 0.150. (2) The reactants are [N+:1]([O-:4])(O)=[O:2].OS(O)(=O)=O.[F:10][C:11]1[CH:12]=[C:13]([CH:17]=[C:18]([F:20])[CH:19]=1)[C:14]([OH:16])=[O:15]. No catalyst specified. The product is [F:10][C:11]1[C:12]([N+:1]([O-:4])=[O:2])=[C:13]([CH:17]=[C:18]([F:20])[CH:19]=1)[C:14]([OH:16])=[O:15]. The yield is 0.800. (3) The reactants are Br[C:2]1[N:3]=[C:4]2[N:10]=[CH:9][NH:8][C:5]2=[N:6][CH:7]=1.[CH:11]1([C:15]2[CH:20]=[CH:19][C:18](B(O)O)=[C:17]([F:24])[C:16]=2[O:25][CH3:26])[CH2:14][CH2:13][CH2:12]1.C(Cl)Cl.C(=O)(O)[O-].[Na+]. The catalyst is C1C=CC(P(C2C=CC=CC=2)[C-]2C=CC=C2)=CC=1.C1C=CC(P(C2C=CC=CC=2)[C-]2C=CC=C2)=CC=1.Cl[Pd]Cl.[Fe+2].C(#N)C. The product is [CH:11]1([C:15]2[CH:20]=[CH:19][C:18]([C:2]3[N:3]=[C:4]4[N:10]=[CH:9][NH:8][C:5]4=[N:6][CH:7]=3)=[C:17]([F:24])[C:16]=2[O:25][CH3:26])[CH2:12][CH2:13][CH2:14]1. The yield is 0.400. (4) The reactants are [Br:1][C:2]1[CH:3]=[C:4]([C:7]([O:9][CH2:10][CH3:11])=[O:8])[NH:5][CH:6]=1.ClS([N:16]=[C:17]=O)(=O)=O. The catalyst is C(#N)C. The product is [Br:1][C:2]1[CH:3]=[C:4]([C:7]([O:9][CH2:10][CH3:11])=[O:8])[NH:5][C:6]=1[C:17]#[N:16]. The yield is 0.740.